From a dataset of Forward reaction prediction with 1.9M reactions from USPTO patents (1976-2016). Predict the product of the given reaction. (1) Given the reactants [Cl:1][C:2]1[CH:3]=[C:4]([NH:11][C:12]2[CH:17]=[CH:16][CH:15]=[C:14]([C:18]([F:21])([F:20])[F:19])[N:13]=2)[C:5]2[N:6]([CH:8]=[CH:9][N:10]=2)[N:7]=1.[C:22]1(B(O)O)[CH:27]=[CH:26][CH:25]=[CH:24][CH:23]=1.CC(C1C=C(C(C)C)C(C2C=CC=CC=2P(C2CCCCC2)C2CCCCC2)=C(C(C)C)C=1)C.C([O-])([O-])=O.[K+].[K+], predict the reaction product. The product is: [ClH:1].[C:22]1([C:2]2[CH:3]=[C:4]([NH:11][C:12]3[CH:17]=[CH:16][CH:15]=[C:14]([C:18]([F:21])([F:20])[F:19])[N:13]=3)[C:5]3[N:6]([CH:8]=[CH:9][N:10]=3)[N:7]=2)[CH:27]=[CH:26][CH:25]=[CH:24][CH:23]=1. (2) Given the reactants [Cl:1][C:2]1[CH:3]=[C:4]([N:10]([CH2:15][C:16]([F:19])([F:18])[F:17])[CH2:11][C:12]([OH:14])=O)[CH:5]=[CH:6][C:7]=1[C:8]#[N:9].CCN=C=NCCCN(C)C.Cl.[N:32]1[CH:37]=[CH:36][CH:35]=[CH:34][C:33]=1[C:38]([NH:40][NH2:41])=O.S(Cl)(C1C=CC(C)=CC=1)(=O)=O, predict the reaction product. The product is: [Cl:1][C:2]1[CH:3]=[C:4]([N:10]([CH2:11][C:12]2[O:14][C:38]([C:33]3[CH:34]=[CH:35][CH:36]=[CH:37][N:32]=3)=[N:40][N:41]=2)[CH2:15][C:16]([F:19])([F:18])[F:17])[CH:5]=[CH:6][C:7]=1[C:8]#[N:9].